This data is from Catalyst prediction with 721,799 reactions and 888 catalyst types from USPTO. The task is: Predict which catalyst facilitates the given reaction. (1) Product: [NH2:1][C:4]1[CH:5]=[CH:6][C:7]([C:10]2[CH:15]=[CH:14][C:13]([C:16]([CH:18]3[CH2:23][CH2:22][CH2:21][CH2:20][CH:19]3[C:24]([O:26][CH3:27])=[O:25])=[O:17])=[CH:12][CH:11]=2)=[CH:8][CH:9]=1. Reactant: [N+:1]([C:4]1[CH:9]=[CH:8][C:7]([C:10]2[CH:15]=[CH:14][C:13]([C:16]([CH:18]3[CH2:23][CH2:22][CH2:21][CH2:20][CH:19]3[C:24]([O:26][CH3:27])=[O:25])=[O:17])=[CH:12][CH:11]=2)=[CH:6][CH:5]=1)([O-])=O.[NH4+].[Cl-].C(O)C. The catalyst class is: 150. (2) Reactant: [OH:1][CH2:2][C@H:3]1[CH2:6][C@@H:5]([NH:7][C:8]2[C:13]([C:14]#[N:15])=[CH:12][N:11]=[C:10](S(C)(=O)=O)[N:9]=2)[C:4]1([CH3:21])[CH3:20].OC[C@H]1C[C@@H](NC2C(C#N)=CN=C(S(C)=O)N=2)C1(C)C.Cl.[F:43][C:44]([F:54])([F:53])[C:45]1[CH:50]=[CH:49][N:48]=[CH:47][C:46]=1[CH2:51][NH2:52].CCN(C(C)C)C(C)C. Product: [OH:1][CH2:2][C@H:3]1[CH2:6][C@@H:5]([NH:7][C:8]2[C:13]([C:14]#[N:15])=[CH:12][N:11]=[C:10]([NH:52][CH2:51][C:46]3[CH:47]=[N:48][CH:49]=[CH:50][C:45]=3[C:44]([F:54])([F:43])[F:53])[N:9]=2)[C:4]1([CH3:21])[CH3:20]. The catalyst class is: 8. (3) Reactant: [F:1][C:2]1[CH:11]=[C:10]2[C:5]([CH:6]=[C:7]([CH:18]3[CH2:22][CH2:21][CH2:20][NH:19]3)[C:8]([N:12]3[CH2:17][CH2:16][O:15][CH2:14][CH2:13]3)=[N:9]2)=[CH:4][CH:3]=1.CCN(C(C)C)C(C)C.[NH2:32][C:33]1[C:38]([C:39]#[N:40])=[C:37](Cl)[N:36]=[CH:35][N:34]=1. Product: [NH2:32][C:33]1[C:38]([C:39]#[N:40])=[C:37]([N:19]2[CH2:20][CH2:21][CH2:22][CH:18]2[C:7]2[C:8]([N:12]3[CH2:13][CH2:14][O:15][CH2:16][CH2:17]3)=[N:9][C:10]3[C:5]([CH:6]=2)=[CH:4][CH:3]=[C:2]([F:1])[CH:11]=3)[N:36]=[CH:35][N:34]=1. The catalyst class is: 114. (4) Reactant: [OH:1][CH2:2][CH2:3][C:4]([OH:6])=O.Cl.[NH:8]1[CH2:13][CH2:12][C:11]([C:14]2[C:19]([F:20])=[CH:18][C:17]([N:21]3[CH2:25][C@H:24]([CH2:26][N:27]([C:35]4[CH:39]=[CH:38][O:37][N:36]=4)C(OC(C)(C)C)=O)[O:23][C:22]3=[O:40])=[CH:16][C:15]=2[F:41])=[CH:10][CH2:9]1.F[P-](F)(F)(F)(F)F.N1(OC(N(C)C)=[N+](C)C)C2C=CC=CC=2N=N1.C(N(CC)C(C)C)(C)C. Product: [OH:1][CH2:2][CH2:3][C:4]([N:8]1[CH2:13][CH2:12][C:11]([C:14]2[C:15]([F:41])=[CH:16][C:17]([N:21]3[CH2:25][C@H:24]([CH2:26][NH:27][C:35]4[CH:39]=[CH:38][O:37][N:36]=4)[O:23][C:22]3=[O:40])=[CH:18][C:19]=2[F:20])=[CH:10][CH2:9]1)=[O:6]. The catalyst class is: 255. (5) Reactant: [Cl:1][C:2]1[CH:9]=[CH:8][C:5]([CH2:6][OH:7])=[CH:4][CH:3]=1.[F:10][C:11]1[C:12](F)=[C:13]([F:18])[C:14]([F:17])=[N:15][CH:16]=1.C(=O)([O-])[O-].[Cs+].[Cs+].O. Product: [Cl:1][C:2]1[CH:9]=[CH:8][C:5]([CH2:6][O:7][C:16]2[C:11]([F:10])=[CH:12][C:13]([F:18])=[C:14]([F:17])[N:15]=2)=[CH:4][CH:3]=1. The catalyst class is: 3. (6) Reactant: [OH:1][CH2:2][C@H:3]1[CH2:10][N:9]([C:11]([O:13][C:14]([CH3:17])([CH3:16])[CH3:15])=[O:12])[CH2:8][C:5]2([CH2:7][CH2:6]2)[N:4]1[C:18]([O:20][CH2:21][CH:22]1[C:34]2[CH:33]=[CH:32][CH:31]=[CH:30][C:29]=2[C:28]2[C:23]1=[CH:24][CH:25]=[CH:26][CH:27]=2)=[O:19].CC(OI1(OC(C)=O)(OC(C)=O)OC(=O)C2C=CC=CC1=2)=O. Product: [CH:2]([C@H:3]1[CH2:10][N:9]([C:11]([O:13][C:14]([CH3:17])([CH3:15])[CH3:16])=[O:12])[CH2:8][C:5]2([CH2:6][CH2:7]2)[N:4]1[C:18]([O:20][CH2:21][CH:22]1[C:23]2[CH:24]=[CH:25][CH:26]=[CH:27][C:28]=2[C:29]2[C:34]1=[CH:33][CH:32]=[CH:31][CH:30]=2)=[O:19])=[O:1]. The catalyst class is: 2. (7) Reactant: [I:1][C:2]1[CH:7]=[CH:6][C:5]([NH:8][CH2:9][C:10]2[CH:15]=[CH:14][C:13]([O:16]C3CCCCO3)=[CH:12][CH:11]=2)=[CH:4][CH:3]=1.C(N(CC)CC)C.[C:30]1([S:36](Cl)(=[O:38])=[O:37])[CH:35]=[CH:34][CH:33]=[CH:32][CH:31]=1. Product: [OH:16][C:13]1[CH:12]=[CH:11][C:10]([CH2:9][N:8]([C:5]2[CH:4]=[CH:3][C:2]([I:1])=[CH:7][CH:6]=2)[S:36]([C:30]2[CH:35]=[CH:34][CH:33]=[CH:32][CH:31]=2)(=[O:38])=[O:37])=[CH:15][CH:14]=1. The catalyst class is: 2. (8) Reactant: [Cl:1][C:2]1[CH:11]=[C:10]([C:12]#[N:13])[C:9](F)=[CH:8][C:3]=1[C:4]([O:6]C)=[O:5].[C:15]([O-])([O-])=[O:16].[K+].[K+]. Product: [Cl:1][C:2]1[CH:11]=[C:10]([C:12]#[N:13])[C:9]([O:16][CH3:15])=[CH:8][C:3]=1[C:4]([OH:6])=[O:5]. The catalyst class is: 5.